From a dataset of Forward reaction prediction with 1.9M reactions from USPTO patents (1976-2016). Predict the product of the given reaction. (1) Given the reactants Cl[CH:2]([C:9]1[CH:14]=[CH:13][C:12]([Cl:15])=[CH:11][CH:10]=1)[C:3]1[CH:8]=[CH:7][CH:6]=[CH:5][CH:4]=1.[NH:16]1[CH2:21][CH2:20][NH:19][CH2:18][CH2:17]1, predict the reaction product. The product is: [Cl:15][C:12]1[CH:13]=[CH:14][C:9]([CH:2]([C:3]2[CH:8]=[CH:7][CH:6]=[CH:5][CH:4]=2)[N:16]2[CH2:21][CH2:20][NH:19][CH2:18][CH2:17]2)=[CH:10][CH:11]=1. (2) The product is: [Cl:1][C:2]1[C:10]([O:11][CH3:12])=[CH:9][CH:8]=[CH:7][C:3]=1[C:4]([NH:31][CH2:30][C:17]1([C:20]2[CH:21]=[N:22][C:23]([C:26]([F:29])([F:27])[F:28])=[CH:24][CH:25]=2)[CH2:18][CH2:19][C:14]([F:13])([F:32])[CH2:15][CH2:16]1)=[O:6]. Given the reactants [Cl:1][C:2]1[C:10]([O:11][CH3:12])=[CH:9][CH:8]=[CH:7][C:3]=1[C:4]([OH:6])=O.[F:13][C:14]1([F:32])[CH2:19][CH2:18][C:17]([CH2:30][NH2:31])([C:20]2[CH:21]=[N:22][C:23]([C:26]([F:29])([F:28])[F:27])=[CH:24][CH:25]=2)[CH2:16][CH2:15]1, predict the reaction product. (3) Given the reactants Cl.[Br:2][C:3]1[N:8]=[C:7]([CH2:9][NH2:10])[CH:6]=[CH:5][CH:4]=1.[F:11][C:12]1[CH:13]=[C:14]([CH:26]=[CH:27][C:28]=1[F:29])[CH2:15][N:16]1[CH:21]=[CH:20][CH:19]=[C:18]([C:22](O)=[O:23])[C:17]1=[O:25].CN(C(ON1N=NC2C=CC=NC1=2)=[N+](C)C)C.F[P-](F)(F)(F)(F)F.CN(C)C=O.C(N(CC)C(C)C)(C)C, predict the reaction product. The product is: [Br:2][C:3]1[N:8]=[C:7]([CH2:9][NH:10][C:22]([C:18]2[C:17](=[O:25])[N:16]([CH2:15][C:14]3[CH:26]=[CH:27][C:28]([F:29])=[C:12]([F:11])[CH:13]=3)[CH:21]=[CH:20][CH:19]=2)=[O:23])[CH:6]=[CH:5][CH:4]=1. (4) Given the reactants Cl[C:2]1[CH:3]=[C:4]([O:8][CH3:9])[CH:5]=[CH:6][CH:7]=1.[C:10]1(B(O)O)[CH:15]=[CH:14][CH:13]=[CH:12][CH:11]=1.[F-].[Cs+], predict the reaction product. The product is: [C:10]1([C:2]2[CH:3]=[C:4]([O:8][CH3:9])[CH:5]=[CH:6][CH:7]=2)[CH:15]=[CH:14][CH:13]=[CH:12][CH:11]=1. (5) Given the reactants [NH2:1][CH2:2][C@H:3]1[C@@H:7]([OH:8])[CH2:6][N:5]([C:9]([O:11][C:12]([CH3:15])([CH3:14])[CH3:13])=[O:10])[CH2:4]1.CCN(CC)CC.[CH2:23]([O:30][C:31](ON1C(=O)CCC1=O)=[O:32])[C:24]1[CH:29]=[CH:28][CH:27]=[CH:26][CH:25]=1, predict the reaction product. The product is: [OH:8][C@H:7]1[C@@H:3]([CH2:2][NH:1][C:31]([O:30][CH2:23][C:24]2[CH:29]=[CH:28][CH:27]=[CH:26][CH:25]=2)=[O:32])[CH2:4][N:5]([C:9]([O:11][C:12]([CH3:15])([CH3:14])[CH3:13])=[O:10])[CH2:6]1. (6) Given the reactants [CH2:1]([O:3][C:4]1[C:5]([NH2:10])=[N:6][CH:7]=[CH:8][CH:9]=1)[CH3:2].Br[C:12]1[CH:25]=[C:24]2[C:15]([O:16][C:17]3[C:18]([F:34])=[CH:19][C:20]([O:32][CH3:33])=[CH:21][C:22]=3[C@@:23]32[CH2:30][CH2:29][O:28][C:27]([NH2:31])=[N:26]3)=[CH:14][CH:13]=1.CC(C)([O-])C.[Na+].C1(C)C=CC=CC=1, predict the reaction product. The product is: [CH2:1]([O:3][C:4]1[C:5]([NH:10][C:12]2[CH:25]=[C:24]3[C:15]([O:16][C:17]4[C:18]([F:34])=[CH:19][C:20]([O:32][CH3:33])=[CH:21][C:22]=4[C@:23]3([NH:26][C:27]#[N:31])[CH2:30][CH2:29][OH:28])=[CH:14][CH:13]=2)=[N:6][CH:7]=[CH:8][CH:9]=1)[CH3:2].